Dataset: Reaction yield outcomes from USPTO patents with 853,638 reactions. Task: Predict the reaction yield, written as a fraction of the theoretical maximum amount of product (1.0 means a 100% yield; for example, 0.34 means a 34% yield). The reactants are [CH3:1][C:2]1[C:10]2[CH2:9][CH2:8][C:7]3[CH:11]=[CH:12][CH:13]=[CH:14][C:6]=3[C:5]=2[N:4]([C:15]2[CH:20]=[CH:19][C:18]([OH:21])=[CH:17][CH:16]=2)[N:3]=1.Cl[CH2:23][CH2:24][CH2:25][N:26]1[CH2:30][CH2:29][CH2:28][CH2:27]1.[H-].[Na+].[I-].[Na+].C(=O)(O)[O-].[Na+]. The catalyst is CN(C)C=O.C(N(CC)CC)C.C(OCC)(=O)C. The product is [CH3:1][C:2]1[C:10]2[CH2:9][CH2:8][C:7]3[CH:11]=[CH:12][CH:13]=[CH:14][C:6]=3[C:5]=2[N:4]([C:15]2[CH:16]=[CH:17][C:18]([O:21][CH2:23][CH2:24][CH2:25][N:26]3[CH2:30][CH2:29][CH2:28][CH2:27]3)=[CH:19][CH:20]=2)[N:3]=1. The yield is 0.400.